Dataset: NCI-60 drug combinations with 297,098 pairs across 59 cell lines. Task: Regression. Given two drug SMILES strings and cell line genomic features, predict the synergy score measuring deviation from expected non-interaction effect. (1) Drug 1: CC1=C2C(C(=O)C3(C(CC4C(C3C(C(C2(C)C)(CC1OC(=O)C(C(C5=CC=CC=C5)NC(=O)C6=CC=CC=C6)O)O)OC(=O)C7=CC=CC=C7)(CO4)OC(=O)C)O)C)OC(=O)C. Drug 2: CN1C2=C(C=C(C=C2)N(CCCl)CCCl)N=C1CCCC(=O)O.Cl. Cell line: HCT116. Synergy scores: CSS=14.1, Synergy_ZIP=2.65, Synergy_Bliss=-2.00, Synergy_Loewe=-32.6, Synergy_HSA=-1.24. (2) Drug 1: C1=CC=C(C(=C1)C(C2=CC=C(C=C2)Cl)C(Cl)Cl)Cl. Drug 2: CC(C)NC(=O)C1=CC=C(C=C1)CNNC.Cl. Cell line: MDA-MB-231. Synergy scores: CSS=2.44, Synergy_ZIP=-0.923, Synergy_Bliss=-1.28, Synergy_Loewe=0.141, Synergy_HSA=-1.21. (3) Drug 1: CC1=C(C=C(C=C1)NC2=NC=CC(=N2)N(C)C3=CC4=NN(C(=C4C=C3)C)C)S(=O)(=O)N.Cl. Drug 2: C1=NC2=C(N=C(N=C2N1C3C(C(C(O3)CO)O)F)Cl)N. Cell line: CAKI-1. Synergy scores: CSS=20.9, Synergy_ZIP=-10.0, Synergy_Bliss=-15.4, Synergy_Loewe=-14.1, Synergy_HSA=-13.2. (4) Drug 1: CC=C1C(=O)NC(C(=O)OC2CC(=O)NC(C(=O)NC(CSSCCC=C2)C(=O)N1)C(C)C)C(C)C. Drug 2: CC1CCC2CC(C(=CC=CC=CC(CC(C(=O)C(C(C(=CC(C(=O)CC(OC(=O)C3CCCCN3C(=O)C(=O)C1(O2)O)C(C)CC4CCC(C(C4)OC)OCCO)C)C)O)OC)C)C)C)OC. Cell line: MALME-3M. Synergy scores: CSS=75.6, Synergy_ZIP=-0.0675, Synergy_Bliss=-0.161, Synergy_Loewe=1.69, Synergy_HSA=3.51.